Predict the reactants needed to synthesize the given product. From a dataset of Full USPTO retrosynthesis dataset with 1.9M reactions from patents (1976-2016). (1) Given the product [CH3:1][O:23][C:22](=[O:24])[CH2:21][C:20]1[C:19]2[CH:25]=[CH:26][C:27]([O:29][C:30](=[O:34])[N:31]([CH3:32])[CH3:33])=[CH:28][C:18]=2[O:17][C:16](=[O:35])[C:15]=1[CH2:14][C:13]1[CH:36]=[CH:37][CH:38]=[C:11]([N+:8]([O-:10])=[O:9])[CH:12]=1, predict the reactants needed to synthesize it. The reactants are: [CH3:1][Si](C=[N+]=[N-])(C)C.[N+:8]([C:11]1[CH:12]=[C:13]([CH:36]=[CH:37][CH:38]=1)[CH2:14][C:15]1[C:16](=[O:35])[O:17][C:18]2[CH:28]=[C:27]([O:29][C:30](=[O:34])[N:31]([CH3:33])[CH3:32])[CH:26]=[CH:25][C:19]=2[C:20]=1[CH2:21][C:22]([OH:24])=[O:23])([O-:10])=[O:9].ClCCl.C(O)(=O)C. (2) The reactants are: FC(F)(F)C([O-])=O.[Br:8][C:9]1[CH:30]=[CH:29][C:12]([CH2:13][C:14]2[CH:15]=[N:16][C:17]3[N:18]([N:20]=[CH:21][C:22]=3[C:23]([NH:25][CH2:26][CH2:27][NH3+:28])=[O:24])[CH:19]=2)=[CH:11][CH:10]=1.[C:31](O)(=[O:34])[CH2:32][OH:33].CN(C(ON1N=NC2C=CC=CC1=2)=[N+](C)C)C.[B-](F)(F)(F)F.C(N(CC)CC)C. Given the product [Br:8][C:9]1[CH:10]=[CH:11][C:12]([CH2:13][C:14]2[CH:15]=[N:16][C:17]3[N:18]([N:20]=[CH:21][C:22]=3[C:23]([NH:25][CH2:26][CH2:27][NH:28][C:32](=[O:33])[CH2:31][OH:34])=[O:24])[CH:19]=2)=[CH:29][CH:30]=1, predict the reactants needed to synthesize it.